This data is from Full USPTO retrosynthesis dataset with 1.9M reactions from patents (1976-2016). The task is: Predict the reactants needed to synthesize the given product. (1) Given the product [Cl:11][CH2:12][CH2:13][CH2:14][NH:15][CH2:8][C:5]1[CH:4]=[N:3][C:2]([Cl:1])=[CH:7][CH:6]=1, predict the reactants needed to synthesize it. The reactants are: [Cl:1][C:2]1[CH:7]=[CH:6][C:5]([CH2:8]Cl)=[CH:4][N:3]=1.Cl.[Cl:11][CH2:12][CH2:13][CH2:14][NH2:15].C(N(CC)CC)C.[OH-].[Na+]. (2) Given the product [CH2:10]([N:17]([C:18]1[CH:19]=[CH:20][C:21]([N:24]2[CH2:29][CH2:28][O:27][CH2:26][C:25]2=[O:30])=[CH:22][CH:23]=1)[CH2:31][C@@H:32]([OH:35])[CH2:33][NH:34][C:49]([C:47]1[S:48][C:44]([Cl:43])=[CH:45][CH:46]=1)=[O:50])[C:11]1[CH:16]=[CH:15][CH:14]=[CH:13][CH:12]=1, predict the reactants needed to synthesize it. The reactants are: ClC1C=CSC=1C(Cl)=O.[CH2:10]([N:17]([CH2:31][C@@H:32]([OH:35])[CH2:33][NH2:34])[C:18]1[CH:23]=[CH:22][C:21]([N:24]2[CH2:29][CH2:28][O:27][CH2:26][C:25]2=[O:30])=[CH:20][CH:19]=1)[C:11]1[CH:16]=[CH:15][CH:14]=[CH:13][CH:12]=1.C(N(CC)CC)C.[Cl:43][C:44]1[S:48][C:47]([C:49](Cl)=[O:50])=[CH:46][CH:45]=1. (3) Given the product [CH:1]1([NH:4][C:6]2[CH:11]=[CH:10][CH:9]=[CH:8][C:7]=2[N+:12]([O-:14])=[O:13])[CH2:3][CH2:2]1, predict the reactants needed to synthesize it. The reactants are: [CH:1]1([NH2:4])[CH2:3][CH2:2]1.F[C:6]1[CH:11]=[CH:10][CH:9]=[CH:8][C:7]=1[N+:12]([O-:14])=[O:13]. (4) Given the product [C:27]1([CH2:37][N:38]2[CH2:42][CH2:41][N:40]([C:43]3[SH:44]([CH3:2])[C:45]([C:49]([NH:53][CH2:54][C:55]4[CH:56]=[N:57][CH:58]=[CH:59][CH:60]=4)=[O:50])=[CH:46][N:47]=3)[C:39]2=[O:52])[C:36]2[C:31](=[CH:32][CH:33]=[CH:34][CH:35]=2)[CH:30]=[CH:29][N:28]=1, predict the reactants needed to synthesize it. The reactants are: Cl[C:2]1C=CC2SC=C(CN3CCN(C4SC(C(O)=O)=C(C)N=4)C3=O)C=2C=1.[C:27]1([CH2:37][N:38]2[CH2:42][CH2:41][N:40]([C:43]3[S:44][C:45]([C:49](O)=[O:50])=[C:46](C)[N:47]=3)[C:39]2=[O:52])[C:36]2[C:31](=[CH:32][CH:33]=[CH:34][CH:35]=2)[CH:30]=[CH:29][N:28]=1.[NH2:53][CH2:54][C:55]1[CH:56]=[N:57][CH:58]=[CH:59][CH:60]=1. (5) The reactants are: [CH2:1]([O:5][C:6]1[N:15]=[CH:14][CH:13]=[C:12]2[C:7]=1[C:8]1[CH:22]=[C:21]([F:23])[CH:20]=[CH:19][C:9]=1[C:10]([C:16](C)=[CH2:17])=[N:11]2)[CH2:2][CH2:3][CH3:4].C[N+]1([O-])CC[O:28]CC1. Given the product [CH2:1]([O:5][C:6]1[N:15]=[CH:14][CH:13]=[C:12]2[C:7]=1[C:8]1[CH:22]=[C:21]([F:23])[CH:20]=[CH:19][C:9]=1[C:10]([C:16](=[O:28])[CH3:17])=[N:11]2)[CH2:2][CH2:3][CH3:4], predict the reactants needed to synthesize it. (6) The reactants are: [CH2:1]([NH2:17])[CH2:2][CH2:3][CH2:4][CH2:5][CH2:6][CH2:7][CH2:8][CH2:9][CH2:10][CH2:11][CH2:12][CH2:13][CH2:14][CH2:15][CH3:16].[S:18](N)([NH2:21])(=[O:20])=[O:19]. Given the product [CH2:1]([NH:17][S:18]([NH2:21])(=[O:20])=[O:19])[CH2:2][CH2:3][CH2:4][CH2:5][CH2:6][CH2:7][CH2:8][CH2:9][CH2:10][CH2:11][CH2:12][CH2:13][CH2:14][CH2:15][CH3:16], predict the reactants needed to synthesize it. (7) Given the product [CH2:16]([C:15]([F:18])([CH2:19][CH3:20])[CH2:14][N:11]1[CH2:12][CH2:13][CH:8]([CH2:7][O:6][C:5]2[CH:21]=[CH:22][C:2]([C:25]3[CH:26]=[CH:27][C:28]([C:30]([O:32][CH3:33])=[O:31])=[CH:29][C:24]=3[F:23])=[CH:3][CH:4]=2)[CH2:9][CH2:10]1)[CH3:17], predict the reactants needed to synthesize it. The reactants are: Br[C:2]1[CH:22]=[CH:21][C:5]([O:6][CH2:7][CH:8]2[CH2:13][CH2:12][N:11]([CH2:14][C:15]([CH2:19][CH3:20])([F:18])[CH2:16][CH3:17])[CH2:10][CH2:9]2)=[CH:4][CH:3]=1.[F:23][C:24]1[CH:29]=[C:28]([C:30]([O:32][CH3:33])=[O:31])[CH:27]=[CH:26][C:25]=1B(O)O.C([O-])([O-])=O.[Na+].[Na+].